Regression/Classification. Given a drug SMILES string, predict its absorption, distribution, metabolism, or excretion properties. Task type varies by dataset: regression for continuous measurements (e.g., permeability, clearance, half-life) or binary classification for categorical outcomes (e.g., BBB penetration, CYP inhibition). Dataset: b3db_classification. From a dataset of Blood-brain barrier permeability classification from the B3DB database. (1) The drug is C[C@@H](C(=O)c1ccccc1)N(C)C. The result is 1 (penetrates BBB). (2) The molecule is C#CC1(O)CCC2C3CCC4=CC(=O)CCC4C3CCC21CC. The result is 0 (does not penetrate BBB). (3) The drug is C[C@@](O)(CS(=O)(=O)c1ccc(F)cc1)C(=O)Nc1ccc(C#N)c(C(F)(F)F)c1. The result is 1 (penetrates BBB). (4) The molecule is Cc1cc2c(c(=O)n1CCc1ccc(O)cc1)[C@@H](c1cc3cc4c(cc3[nH]c1=O)OCCO4)CC(=O)O2. The result is 0 (does not penetrate BBB). (5) The compound is COc1ccc(NC(=O)/C(=C/c2ccco2)c2ccccc2)cc1Cl. The result is 1 (penetrates BBB).